Binary Classification. Given a drug SMILES string, predict its activity (active/inactive) in a high-throughput screening assay against a specified biological target. From a dataset of HIV replication inhibition screening data with 41,000+ compounds from the AIDS Antiviral Screen. The compound is OCC(O)COc1ccc(Br)cc1. The result is 0 (inactive).